From a dataset of Reaction yield outcomes from USPTO patents with 853,638 reactions. Predict the reaction yield, written as a fraction of the theoretical maximum amount of product (1.0 means a 100% yield; for example, 0.34 means a 34% yield). The reactants are N[C:2]1[C:3]([CH3:11])=[C:4]([CH:8]=[CH:9][CH:10]=1)[C:5]([OH:7])=[O:6].S(=O)(=O)(O)[OH:13].N([O-])=O.[Na+].NC(N)=O.N([O-])=O. The catalyst is O.O.[N+]([O-])([O-])=O.[Cu+2].O.O.O.O.[N+]([O-])([O-])=O.[Cu+2].[N+]([O-])([O-])=O.[N+]([O-])([O-])=O.[Cu-]=O.C1C(NC2N=C(N)N=C(Cl)N=2)=CC(NS(C2C=CC3C(=C4NC5[N-]C(=C6C=5C=C(S([O-])(=O)=O)C=C6)NC5NC(=C6C=5C=CC(S([O-])(=O)=O)=C6)NC5[N-]C(=C6C=5C=C(S([O-])(=O)=O)C=C6)NC=3N4)C=2)(=O)=O)=C(S([O-])(=O)=O)C=1.[Na+].[Na+].[Na+].[Na+].[Cu+2]. The product is [OH:13][C:2]1[C:3]([CH3:11])=[C:4]([CH:8]=[CH:9][CH:10]=1)[C:5]([OH:7])=[O:6]. The yield is 0.360.